This data is from Forward reaction prediction with 1.9M reactions from USPTO patents (1976-2016). The task is: Predict the product of the given reaction. (1) Given the reactants [Cl:1][CH2:2][C:3]([CH2:5]Cl)=O.[Cl:7][C:8]1[N:13]=[N:12][C:11]([NH2:14])=[CH:10][CH:9]=1, predict the reaction product. The product is: [Cl:7][C:8]1[CH:9]=[CH:10][C:11]2[N:12]([CH:5]=[C:3]([CH2:2][Cl:1])[N:14]=2)[N:13]=1. (2) The product is: [F:20][C:14]([F:21])([C:5]1([OH:8])[CH2:6][CH2:7][CH:2]([CH3:1])[CH2:3][CH2:4]1)[C:15]([O:17][CH2:18][CH3:19])=[O:16]. Given the reactants [CH3:1][CH:2]1[CH2:7][CH2:6][C:5](=[O:8])[CH2:4][CH2:3]1.[Cl-].[Ce+3].[Cl-].[Cl-].Br[C:14]([F:21])([F:20])[C:15]([O:17][CH2:18][CH3:19])=[O:16], predict the reaction product.